This data is from NCI-60 drug combinations with 297,098 pairs across 59 cell lines. The task is: Regression. Given two drug SMILES strings and cell line genomic features, predict the synergy score measuring deviation from expected non-interaction effect. (1) Drug 1: CC12CCC(CC1=CCC3C2CCC4(C3CC=C4C5=CN=CC=C5)C)O. Drug 2: CC1C(C(CC(O1)OC2CC(CC3=C2C(=C4C(=C3O)C(=O)C5=C(C4=O)C(=CC=C5)OC)O)(C(=O)C)O)N)O.Cl. Cell line: A498. Synergy scores: CSS=31.8, Synergy_ZIP=7.49, Synergy_Bliss=14.2, Synergy_Loewe=-3.92, Synergy_HSA=12.3. (2) Drug 1: COC1=C(C=C2C(=C1)N=CN=C2NC3=CC(=C(C=C3)F)Cl)OCCCN4CCOCC4. Drug 2: CC1C(C(CC(O1)OC2CC(OC(C2O)C)OC3=CC4=CC5=C(C(=O)C(C(C5)C(C(=O)C(C(C)O)O)OC)OC6CC(C(C(O6)C)O)OC7CC(C(C(O7)C)O)OC8CC(C(C(O8)C)O)(C)O)C(=C4C(=C3C)O)O)O)O. Cell line: UO-31. Synergy scores: CSS=32.1, Synergy_ZIP=0.304, Synergy_Bliss=3.43, Synergy_Loewe=3.84, Synergy_HSA=4.32. (3) Drug 1: CCC1=C2CN3C(=CC4=C(C3=O)COC(=O)C4(CC)O)C2=NC5=C1C=C(C=C5)O. Drug 2: C(CCl)NC(=O)N(CCCl)N=O. Cell line: A549. Synergy scores: CSS=32.9, Synergy_ZIP=-2.68, Synergy_Bliss=0.0852, Synergy_Loewe=-55.3, Synergy_HSA=1.13. (4) Drug 2: CS(=O)(=O)CCNCC1=CC=C(O1)C2=CC3=C(C=C2)N=CN=C3NC4=CC(=C(C=C4)OCC5=CC(=CC=C5)F)Cl. Synergy scores: CSS=23.3, Synergy_ZIP=-1.35, Synergy_Bliss=4.86, Synergy_Loewe=-4.03, Synergy_HSA=2.78. Drug 1: CC1C(C(CC(O1)OC2CC(CC3=C2C(=C4C(=C3O)C(=O)C5=C(C4=O)C(=CC=C5)OC)O)(C(=O)C)O)N)O.Cl. Cell line: HCC-2998. (5) Drug 1: CCCCC(=O)OCC(=O)C1(CC(C2=C(C1)C(=C3C(=C2O)C(=O)C4=C(C3=O)C=CC=C4OC)O)OC5CC(C(C(O5)C)O)NC(=O)C(F)(F)F)O. Drug 2: C(CN)CNCCSP(=O)(O)O. Cell line: BT-549. Synergy scores: CSS=31.3, Synergy_ZIP=-4.10, Synergy_Bliss=-4.00, Synergy_Loewe=-36.7, Synergy_HSA=-2.27. (6) Drug 1: C1=C(C(=O)NC(=O)N1)F. Drug 2: C1CN1P(=S)(N2CC2)N3CC3. Cell line: TK-10. Synergy scores: CSS=19.3, Synergy_ZIP=0.661, Synergy_Bliss=-1.24, Synergy_Loewe=-2.72, Synergy_HSA=0.776. (7) Drug 1: CC(C)CN1C=NC2=C1C3=CC=CC=C3N=C2N. Drug 2: C1C(C(OC1N2C=NC(=NC2=O)N)CO)O. Cell line: NCIH23. Synergy scores: CSS=0.600, Synergy_ZIP=0.184, Synergy_Bliss=-3.20, Synergy_Loewe=-5.87, Synergy_HSA=-6.10. (8) Drug 1: C1=CC(=C2C(=C1NCCNCCO)C(=O)C3=C(C=CC(=C3C2=O)O)O)NCCNCCO. Drug 2: CS(=O)(=O)CCNCC1=CC=C(O1)C2=CC3=C(C=C2)N=CN=C3NC4=CC(=C(C=C4)OCC5=CC(=CC=C5)F)Cl. Cell line: SNB-75. Synergy scores: CSS=57.3, Synergy_ZIP=5.53, Synergy_Bliss=6.29, Synergy_Loewe=-6.43, Synergy_HSA=8.51. (9) Drug 1: CN(C)N=NC1=C(NC=N1)C(=O)N. Drug 2: C1CCC(C(C1)N)N.C(=O)(C(=O)[O-])[O-].[Pt+4]. Cell line: HT29. Synergy scores: CSS=24.1, Synergy_ZIP=-8.64, Synergy_Bliss=-4.18, Synergy_Loewe=-17.4, Synergy_HSA=-4.25.